Task: Predict which catalyst facilitates the given reaction.. Dataset: Catalyst prediction with 721,799 reactions and 888 catalyst types from USPTO (1) Product: [F:1][C:2]1[CH:3]=[C:4]([CH:13]([NH:17][C:18]([N:20]2[CH2:25][C:24](=[O:26])[N:23]([CH2:27][O:28][CH2:29][CH2:30][Si:31]([CH3:32])([CH3:33])[CH3:34])[C:22]3[CH:35]=[C:36]([O:39][CH3:40])[CH:37]=[N:38][C:21]2=3)=[O:19])[CH2:14][O:15][CH3:16])[CH:5]=[CH:6][C:7]=1[O:8][C:9]([F:11])([F:12])[F:10]. The catalyst class is: 9. Reactant: [F:1][C:2]1[CH:3]=[C:4]([CH:13]([NH:17][C:18]([N:20]2[CH2:25][C:24](=[O:26])[N:23]([CH2:27][O:28][CH2:29][CH2:30][Si:31]([CH3:34])([CH3:33])[CH3:32])[C:22]3[CH:35]=[C:36]([OH:39])[CH:37]=[N:38][C:21]2=3)=[O:19])[CH2:14][O:15][CH3:16])[CH:5]=[CH:6][C:7]=1[O:8][C:9]([F:12])([F:11])[F:10].[C:40](=O)([O-])[O-].[K+].[K+].IC.O. (2) Reactant: O1CCCC1.[H-].[Al+3].[Li+].[H-].[H-].[H-].[O:12]1[CH2:17][CH2:16][N:15]([C:18]2[CH:19]=[C:20]([C:25]3[CH:38]=[CH:37][CH:36]=[C:35]4[C:26]=3[S:27][C:28]3[CH:29]=[CH:30][C:31]([NH:39][C:40]([CH:42]5[CH2:45][N:44]([C:46](OC(C)(C)C)=O)[CH2:43]5)=O)=[CH:32][C:33]=3[S:34]4)[NH:21][C:22](=[O:24])[CH:23]=2)[CH2:14][CH2:13]1.CO. Product: [CH3:46][N:44]1[CH2:43][CH:42]([CH2:40][NH:39][C:31]2[CH:32]=[C:33]3[C:28](=[CH:29][CH:30]=2)[S:27][C:26]2[C:25]([C:20]4[NH:21][C:22](=[O:24])[CH:23]=[C:18]([N:15]5[CH2:16][CH2:17][O:12][CH2:13][CH2:14]5)[CH:19]=4)=[CH:38][CH:37]=[CH:36][C:35]=2[S:34]3)[CH2:45]1. The catalyst class is: 7. (3) The catalyst class is: 120. Reactant: [Cl:1][C:2]1[CH:10]=[CH:9][C:8]([CH3:11])=[CH:7][C:3]=1[C:4]([OH:6])=[O:5].[C:12](Cl)(=O)C(Cl)=O.CO. Product: [Cl:1][C:2]1[CH:10]=[CH:9][C:8]([CH3:11])=[CH:7][C:3]=1[C:4]([O:6][CH3:12])=[O:5]. (4) Reactant: [CH2:1]([C@:8]([OH:17])([C:12]([O:14][CH2:15][CH3:16])=[O:13])[C:9](O)=O)[C:2]1[CH:7]=[CH:6][CH:5]=[CH:4][CH:3]=1.CN(C(ON1N=NC2C=CC=NC1=2)=[N+](C)C)C.F[P-](F)(F)(F)(F)F.[NH2:42][C:43]1[CH:44]=[C:45]([Cl:50])[CH:46]=[CH:47][C:48]=1[NH2:49].CN(C=O)C. Product: [Cl:50][C:45]1[CH:46]=[CH:47][C:48]2[N:49]=[C:9]([C@:8]([OH:17])([CH2:1][C:2]3[CH:3]=[CH:4][CH:5]=[CH:6][CH:7]=3)[C:12]([O:14][CH2:15][CH3:16])=[O:13])[NH:42][C:43]=2[CH:44]=1. The catalyst class is: 84. (5) Reactant: C(OC([N:8]1[CH2:13][CH2:12][C:11]([CH2:15][N:16]2[CH2:21][CH2:20][N:19]([S:22]([C:25]3[CH2:26][O:27][C:28]4[CH:34]=[C:33]([Cl:35])[CH:32]=[CH:31][C:29]=4[CH:30]=3)(=[O:24])=[O:23])[CH2:18][C:17]2=[O:36])([OH:14])[CH2:10][CH2:9]1)=O)(C)(C)C.Cl. Product: [Cl:35][C:33]1[CH:32]=[CH:31][C:29]2[CH:30]=[C:25]([S:22]([N:19]3[CH2:20][CH2:21][N:16]([CH2:15][C:11]4([OH:14])[CH2:12][CH2:13][N:8]([C:11]5[CH:12]=[CH:13][N:8]=[CH:9][CH:10]=5)[CH2:9][CH2:10]4)[C:17](=[O:36])[CH2:18]3)(=[O:23])=[O:24])[CH2:26][O:27][C:28]=2[CH:34]=1. The catalyst class is: 370. (6) Reactant: Cl[C:2]1[C:11]([C:12]([OH:14])=[O:13])=[CH:10][C:9]2[C:4](=[CH:5][CH:6]=[C:7]([Cl:15])[CH:8]=2)[N:3]=1.[CH3:16][O:17][C:18]1[CH:32]=[C:31]2[C:21]([NH:22][CH:23]=[C:24]2[CH2:25][CH:26]([C:28]([OH:30])=[O:29])[NH2:27])=[CH:20][CH:19]=1.C(Cl)(Cl)Cl. Product: [C:12]([OH:14])(=[O:13])[CH3:11].[C:28]([CH:26]([NH:27][C:2]1[C:11]([C:12]([OH:14])=[O:13])=[CH:10][C:9]2[C:4](=[CH:5][CH:6]=[C:7]([Cl:15])[CH:8]=2)[N:3]=1)[CH2:25][C:24]1[C:31]2[C:21](=[CH:20][CH:19]=[C:18]([O:17][CH3:16])[CH:32]=2)[NH:22][CH:23]=1)([OH:30])=[O:29]. The catalyst class is: 5. (7) Reactant: C(N(CC)CC)C.[NH2:8][C:9]1[CH:17]=[CH:16][C:15]([I:18])=[CH:14][C:10]=1[C:11]([OH:13])=[O:12].[F:19][C:20]([F:31])([F:30])[C:21](O[C:21](=[O:22])[C:20]([F:31])([F:30])[F:19])=[O:22]. Product: [I:18][C:15]1[CH:16]=[CH:17][C:9]([NH:8][C:21](=[O:22])[C:20]([F:31])([F:30])[F:19])=[C:10]([CH:14]=1)[C:11]([OH:13])=[O:12]. The catalyst class is: 26. (8) Reactant: CO[C:3]1[CH:4]=[C:5]2[C:10](=[CH:11][C:12]=1OC)[N:9]=[CH:8][N:7]=C2OC1C=C(C=CC=1)N.C1(N=C=[O:31])C=CC=CC=1. Product: [C:10]1([NH:9][C:8](=[O:31])[NH2:7])[CH:5]=[CH:4][CH:3]=[CH:12][CH:11]=1. The catalyst class is: 1. (9) Reactant: [N:1]1[C:10]2[C:9](=[N:11]O)[CH2:8][CH2:7][CH2:6][C:5]=2[CH:4]=[CH:3][CH:2]=1. Product: [NH2:11][CH:9]1[C:10]2[N:1]=[CH:2][CH:3]=[CH:4][C:5]=2[CH2:6][CH2:7][CH2:8]1. The catalyst class is: 5. (10) Reactant: [F:1][C:2]1[CH:7]=[CH:6][C:5]([CH2:8][C:9]([OH:11])=O)=[CH:4][CH:3]=1.[NH2:12][NH:13][C:14]([NH2:16])=[S:15].OC1C2N=NNC=2C=CC=1.Cl.C(N=C=NCCCN(C)C)C. Product: [F:1][C:2]1[CH:7]=[CH:6][C:5]([CH2:8][C:9]([NH:12][NH:13][C:14](=[S:15])[NH2:16])=[O:11])=[CH:4][CH:3]=1. The catalyst class is: 4.